This data is from Ames mutagenicity test results for genotoxicity prediction. The task is: Regression/Classification. Given a drug SMILES string, predict its toxicity properties. Task type varies by dataset: regression for continuous values (e.g., LD50, hERG inhibition percentage) or binary classification for toxic/non-toxic outcomes (e.g., AMES mutagenicity, cardiotoxicity, hepatotoxicity). Dataset: ames. (1) The result is 0 (non-mutagenic). The compound is O=C(CCl)c1ccccc1. (2) The result is 1 (mutagenic). The compound is O=C1N(CO)[C@H](O)[C@@H](O)N1CO. (3) The compound is C1CCC2CCCCC2C1. The result is 0 (non-mutagenic). (4) The molecule is C1=C\CCC2OC2CC/C=C/CC/1. The result is 0 (non-mutagenic). (5) The compound is O=C1CCCc2c1ccc1c2ccc2ccccc21. The result is 1 (mutagenic).